From a dataset of Forward reaction prediction with 1.9M reactions from USPTO patents (1976-2016). Predict the product of the given reaction. (1) Given the reactants [NH:1]1[CH2:5][CH2:4][C@H:3]([NH:6][C:7]2[N:12]=[CH:11][CH:10]=[CH:9][N:8]=2)[CH2:2]1.[F:13][C:14]1[CH:22]=[CH:21][C:20]([CH:23]=[O:24])=[CH:19][C:15]=1[C:16](O)=[O:17].F[P-](F)(F)(F)(F)F.N1(OC(N(C)C)=[N+](C)C)C2C=CC=CC=2N=N1.C(N(CC)C(C)C)(C)C, predict the reaction product. The product is: [F:13][C:14]1[CH:22]=[CH:21][C:20]([CH:23]=[O:24])=[CH:19][C:15]=1[C:16]([N:1]1[CH2:5][CH2:4][C@H:3]([NH:6][C:7]2[N:8]=[CH:9][CH:10]=[CH:11][N:12]=2)[CH2:2]1)=[O:17]. (2) Given the reactants C(OC([N:8]([CH3:48])[C@H:9]([C:13]([NH:15][C@H:16]([C:20]([N:22]([C@@H:24]([C@@H:44]([CH3:47])[CH2:45][CH3:46])[C@H:25]([O:42][CH3:43])[CH2:26][C:27]([N:29]1[CH2:33][CH2:32][CH2:31][C@H:30]1[C@H:34]([O:40][CH3:41])[C@H:35]([C:37](O)=[O:38])[CH3:36])=[O:28])[CH3:23])=[O:21])[CH:17]([CH3:19])[CH3:18])=[O:14])[CH:10]([CH3:12])[CH3:11])=O)(C)(C)C.[NH:49]1[C:57]2[C:52](=[CH:53][CH:54]=[CH:55][CH:56]=2)[C:51]([CH2:58][CH2:59][NH2:60])=[CH:50]1.F[P-](F)(F)(F)(F)F.N1(OC(N(C)C)=[N+](C)C)C2N=CC=CC=2N=N1.FC(F)(F)C(O)=O.FC(F)(F)C([O-])=O.O=[CH:100][CH2:101][CH2:102][C:103]([OH:105])=[O:104].C([BH3-])#N.[Na+], predict the reaction product. The product is: [C:103]([CH2:102][CH2:101][CH2:100][N:8]([CH3:48])[C@H:9]([C:13]([NH:15][C@H:16]([C:20]([N:22]([C@@H:24]([C@@H:44]([CH3:47])[CH2:45][CH3:46])[C@H:25]([O:42][CH3:43])[CH2:26][C:27]([N:29]1[CH2:33][CH2:32][CH2:31][C@H:30]1[C@H:34]([O:40][CH3:41])[C@@H:35]([CH3:36])[C:37]([NH:60][CH2:59][CH2:58][C:51]1[C:52]2[C:57](=[CH:56][CH:55]=[CH:54][CH:53]=2)[NH:49][CH:50]=1)=[O:38])=[O:28])[CH3:23])=[O:21])[CH:17]([CH3:19])[CH3:18])=[O:14])[CH:10]([CH3:11])[CH3:12])([OH:105])=[O:104]. (3) Given the reactants C(=C1C2C(C)(C)[C:10](CS(O)(=O)=O)(CC2)[C:9]1=[O:22])C1C=CC=CC=1.C(=C1C2C(C)(C)[C:48](CS(O)(=O)=O)(CC2)[C:47]1=[O:60])C1C=CC(C=C2C3C(C)(C)C(CS(O)(=O)=O)(CC3)C2=O)=CC=1.C1([C:67]2[C:75]3N[C:73](S(O)(=O)=O)=[N:72][C:71]=3[CH:70]=[CH:69][CH:68]=2)C=CC=CC=1.[CH3:80][O:81]C1C=C(O)C(C(C2C=CC=CC=2)=O)=CC=1S(O)(=O)=O.[CH3:101][O:102]C1C=C(O)C(C(C2C=CC=CC=2)=O)=CC=1S([O-])(=O)=O.[Na+], predict the reaction product. The product is: [CH3:48][CH2:47][O:60][C:80]([C:68]1[CH:67]=[CH:75][C:71]([N:72]([CH2:73][CH2:101][OH:102])[CH2:10][CH2:9][OH:22])=[CH:70][CH:69]=1)=[O:81].